This data is from Catalyst prediction with 721,799 reactions and 888 catalyst types from USPTO. The task is: Predict which catalyst facilitates the given reaction. (1) Reactant: [NH:1]1[CH2:6][CH2:5][CH:4]([NH:7][C:8]2[S:12][C:11]([C:13]#[N:14])=[N:10][N:9]=2)[CH2:3][CH2:2]1.[F:15][C:16]1[CH:17]=[C:18]([CH:27]=[CH:28][C:29]=1[F:30])[CH2:19]N1CCC(N)CC1.C(N(C(C)C)CC)(C)C. Product: [F:15][C:16]1[CH:17]=[C:18]([CH:27]=[CH:28][C:29]=1[F:30])[CH2:19][N:1]1[CH2:2][CH2:3][CH:4]([NH:7][C:8]2[S:12][C:11]([C:13]#[N:14])=[N:10][N:9]=2)[CH2:5][CH2:6]1. The catalyst class is: 245. (2) Reactant: [F:1][C:2]1[CH:7]=[CH:6][C:5]([N:8]2[C:16]3[C:11](=[CH:12][C:13](I)=[CH:14][CH:15]=3)[CH:10]=[N:9]2)=[CH:4][CH:3]=1.C([Mg]Br)(C)C.[Li]CCCC.[O:28]1[CH2:33][CH2:32][C:31](=[O:34])[CH2:30][CH2:29]1. Product: [F:1][C:2]1[CH:7]=[CH:6][C:5]([N:8]2[C:16]3[C:11](=[CH:12][C:13]([C:31]4([OH:34])[CH2:32][CH2:33][O:28][CH2:29][CH2:30]4)=[CH:14][CH:15]=3)[CH:10]=[N:9]2)=[CH:4][CH:3]=1. The catalyst class is: 1.